Regression. Given a peptide amino acid sequence and an MHC pseudo amino acid sequence, predict their binding affinity value. This is MHC class I binding data. From a dataset of Peptide-MHC class I binding affinity with 185,985 pairs from IEDB/IMGT. (1) The peptide sequence is ILMDTICGT. The MHC is HLA-A02:03 with pseudo-sequence HLA-A02:03. The binding affinity (normalized) is 1.00. (2) The peptide sequence is FLPSDYFPSI. The MHC is HLA-A02:02 with pseudo-sequence HLA-A02:02. The binding affinity (normalized) is 0.832. (3) The peptide sequence is MAVELFQTI. The MHC is HLA-B07:02 with pseudo-sequence HLA-B07:02. The binding affinity (normalized) is 0.178. (4) The peptide sequence is LIDVLKTRL. The MHC is HLA-A02:03 with pseudo-sequence HLA-A02:03. The binding affinity (normalized) is 0.304.